Predict which catalyst facilitates the given reaction. From a dataset of Catalyst prediction with 721,799 reactions and 888 catalyst types from USPTO. (1) Reactant: Br[C:2]1[CH:3]=[C:4]([O:13][C@@H:14]([C@@H:16]2[CH2:20][C:19](=[O:21])[N:18]([C@@H:22]([C:24]3[CH:29]=[CH:28][C:27]([O:30][CH3:31])=[CH:26][CH:25]=3)[CH3:23])[CH2:17]2)[CH3:15])[C:5]2[N:6]([N:8]=[CH:9][C:10]=2[C:11]#[N:12])[CH:7]=1.[C:32]([O:36][C:37]([N:39]1[CH2:44][CH2:43][N:42]([C:45]2[CH:50]=[CH:49][C:48](B(O)O)=[CH:47][CH:46]=2)[CH2:41][CH2:40]1)=[O:38])([CH3:35])([CH3:34])[CH3:33].C(=O)([O-])[O-].[Cs+].[Cs+].O1CCOCC1. Product: [C:11]([C:10]1[CH:9]=[N:8][N:6]2[CH:7]=[C:2]([C:48]3[CH:47]=[CH:46][C:45]([N:42]4[CH2:41][CH2:40][N:39]([C:37]([O:36][C:32]([CH3:35])([CH3:34])[CH3:33])=[O:38])[CH2:44][CH2:43]4)=[CH:50][CH:49]=3)[CH:3]=[C:4]([O:13][C@@H:14]([C@@H:16]3[CH2:20][C:19](=[O:21])[N:18]([C@@H:22]([C:24]4[CH:29]=[CH:28][C:27]([O:30][CH3:31])=[CH:26][CH:25]=4)[CH3:23])[CH2:17]3)[CH3:15])[C:5]=12)#[N:12]. The catalyst class is: 103. (2) Reactant: [C:1]1([CH2:7][O:8][C:9](=[O:34])[N:10]([CH2:12][C:13]2[CH:18]=[CH:17][C:16]([C:19]3[CH:20]=[C:21]4[C:26](=[CH:27][CH:28]=3)[N:25]([C:29](=[O:31])[CH3:30])[C@@H:24]([CH3:32])[CH2:23][C@H:22]4[NH2:33])=[CH:15][CH:14]=2)[CH3:11])[CH:6]=[CH:5][CH:4]=[CH:3][CH:2]=1.CC(C)([O-])C.[Na+].C1C=CC(P(C2C(C3C(P(C4C=CC=CC=4)C4C=CC=CC=4)=CC=C4C=3C=CC=C4)=C3C(C=CC=C3)=CC=2)C2C=CC=CC=2)=CC=1.Cl[C:88]1[CH:93]=[CH:92][C:91]([F:94])=[CH:90][N:89]=1. Product: [C:1]1([CH2:7][O:8][C:9](=[O:34])[N:10]([CH2:12][C:13]2[CH:14]=[CH:15][C:16]([C:19]3[CH:20]=[C:21]4[C:26](=[CH:27][CH:28]=3)[N:25]([C:29](=[O:31])[CH3:30])[C@@H:24]([CH3:32])[CH2:23][C@H:22]4[NH:33][C:88]3[CH:93]=[CH:92][C:91]([F:94])=[CH:90][N:89]=3)=[CH:17][CH:18]=2)[CH3:11])[CH:6]=[CH:5][CH:4]=[CH:3][CH:2]=1. The catalyst class is: 187. (3) Product: [Br:1][C:2]1[CH:7]=[CH:6][C:5]([C@H:8]([O:10][CH3:13])[CH3:9])=[CH:4][CH:3]=1. The catalyst class is: 517. Reactant: [Br:1][C:2]1[CH:7]=[CH:6][C:5]([C@H:8]([OH:10])[CH3:9])=[CH:4][CH:3]=1.[H-].[Na+].[CH3:13]I. (4) Reactant: [CH:1]1([NH:7][C:8]([C@H:10]2[CH2:15][CH2:14][CH2:13][C@@H:12]([OH:16])[CH2:11]2)=[O:9])[CH2:6][CH2:5][CH2:4][CH2:3][CH2:2]1.[Cl:17][C:18]1[CH:23]=[CH:22][C:21](O)=[CH:20][CH:19]=1.C1(P(C2C=CC=CC=2)C2C=CC=CC=2)C=CC=CC=1.N(C(OC(C)C)=O)=NC(OC(C)C)=O. Product: [Cl:17][C:18]1[CH:23]=[CH:22][C:21]([O:16][CH:12]2[CH2:13][CH2:14][CH2:15][CH:10]([C:8]([NH:7][CH:1]3[CH2:6][CH2:5][CH2:4][CH2:3][CH2:2]3)=[O:9])[CH2:11]2)=[CH:20][CH:19]=1. The catalyst class is: 7. (5) Reactant: [C:1]1([C:7]2([CH2:13][CH2:14][CH2:15][CH2:16]O)[CH2:12][CH2:11][CH2:10][CH2:9][CH2:8]2)[CH:6]=[CH:5][CH:4]=[CH:3][CH:2]=1.[Br-:18].BrBr.C1C=CC(P(C2C=CC=CC=2)C2C=CC=CC=2)=CC=1. Product: [Br:18][CH2:16][CH2:15][CH2:14][CH2:13][C:7]1([C:1]2[CH:6]=[CH:5][CH:4]=[CH:3][CH:2]=2)[CH2:12][CH2:11][CH2:10][CH2:9][CH2:8]1. The catalyst class is: 3. (6) Reactant: [Br:1][CH2:2][CH2:3][CH2:4][CH2:5][CH2:6][CH2:7]O.C1N2[CH2:15][CH2:16][N:11](CC2)C1.S(Cl)([C:20]1[CH:26]=CC(C)=[CH:22][CH:21]=1)(=O)=O.O. Product: [Br:1][CH2:2][CH2:3][CH2:4][CH2:5][CH2:6][CH2:7][NH:11][C:16]1[CH:15]=[CH:22][CH:21]=[CH:20][CH:26]=1. The catalyst class is: 1. (7) Reactant: Cl[C:2]#[C:3][CH2:4][O:5][C:6]1[CH:11]=[CH:10][CH:9]=[CH:8][C:7]=1[C:12]([F:15])([F:14])[F:13].S(=O)(=O)(O)[OH:17]. Product: [F:13][C:12]([F:15])([F:14])[C:7]1[CH:8]=[CH:9][CH:10]=[C:11]2[C:6]=1[O:5][CH2:4][CH2:3][C:2]2=[O:17]. The catalyst class is: 55.